This data is from Catalyst prediction with 721,799 reactions and 888 catalyst types from USPTO. The task is: Predict which catalyst facilitates the given reaction. (1) Reactant: [CH3:1][C:2]1([CH3:9])[O:6][CH:5]([CH2:7][OH:8])[CH2:4][O:3]1.C(N(CC)CC)C.[CH3:17][S:18](Cl)(=[O:20])=[O:19]. Product: [CH3:1][C:2]1([CH3:9])[O:6][CH:5]([CH2:7][O:8][S:18]([CH3:17])(=[O:20])=[O:19])[CH2:4][O:3]1. The catalyst class is: 4. (2) Reactant: [C:1]([C:5]1[CH:51]=[CH:50][C:8]([CH2:9][O:10][C:11]2[CH:16]=[CH:15][CH:14]=[CH:13][C:12]=2/[CH:17]=[CH:18]/[CH:19]([CH2:30][C:31]2[CH:36]=[C:35]([F:37])[C:34]([O:38][Si:39]([CH:46]([CH3:48])[CH3:47])([CH:43]([CH3:45])[CH3:44])[CH:40]([CH3:42])[CH3:41])=[C:33]([F:49])[CH:32]=2)[CH2:20][CH2:21][C:22]2[CH:29]=[CH:28][C:25]([C:26]#[N:27])=[CH:24][CH:23]=2)=[CH:7][CH:6]=1)([CH3:4])([CH3:3])[CH3:2].C[Si]([N:56]=[N+:57]=[N-:58])(C)C.C([Sn](=O)CCCC)CCC. Product: [C:1]([C:5]1[CH:6]=[CH:7][C:8]([CH2:9][O:10][C:11]2[CH:16]=[CH:15][CH:14]=[CH:13][C:12]=2/[CH:17]=[CH:18]/[CH:19]([CH2:30][C:31]2[CH:32]=[C:33]([F:49])[C:34]([O:38][Si:39]([CH:40]([CH3:42])[CH3:41])([CH:43]([CH3:44])[CH3:45])[CH:46]([CH3:48])[CH3:47])=[C:35]([F:37])[CH:36]=2)[CH2:20][CH2:21][C:22]2[CH:29]=[CH:28][C:25]([C:26]3[NH:58][N:57]=[N:56][N:27]=3)=[CH:24][CH:23]=2)=[CH:50][CH:51]=1)([CH3:4])([CH3:3])[CH3:2]. The catalyst class is: 11. (3) Reactant: O[CH2:2][N:3]1[CH:7]=[CH:6][C:5]([CH:8]=[O:9])=[N:4]1.S(Cl)([Cl:12])=O. Product: [ClH:12].[Cl:12][CH2:2][N:3]1[CH:7]=[CH:6][C:5]([CH:8]=[O:9])=[N:4]1. The catalyst class is: 4. (4) Reactant: [C:1]1(/[CH:7]=[CH:8]\[C:9]([O:11]C)=[O:10])[CH:6]=[CH:5][CH:4]=[CH:3][CH:2]=1.[OH-].[Li+].Cl. Product: [C:1]1(/[CH:7]=[CH:8]\[C:9]([OH:11])=[O:10])[CH:6]=[CH:5][CH:4]=[CH:3][CH:2]=1. The catalyst class is: 30. (5) Product: [Cl:11][C:6]1[CH:5]=[N:4][CH:3]=[C:2]([Cl:1])[C:7]=1[C:8]([NH:51][C:49]([C:48]1[CH:52]=[CH:53][N:54]=[C:46]([Cl:45])[CH:47]=1)=[NH:14])=[O:10]. Reactant: [Cl:1][C:2]1[CH:3]=[N:4][CH:5]=[C:6]([Cl:11])[C:7]=1[C:8]([OH:10])=O.CC[N:14](C(C)C)C(C)C.CN(C(ON1N=NC2C=CC=NC1=2)=[N+](C)C)C.F[P-](F)(F)(F)(F)F.[Cl:45][C:46]1[CH:47]=[C:48]([CH:52]=[CH:53][N:54]=1)[C:49]([NH2:51])=O. The catalyst class is: 3. (6) Reactant: [Mg].[C:2]([C:6]1[CH:11]=[CH:10][C:9]([N:12]2[CH:17]3[CH2:18][CH2:19][CH:13]2[CH2:14][C:15](=[CH:20][C:21]#[N:22])[CH2:16]3)=[CH:8][CH:7]=1)([CH3:5])([CH3:4])[CH3:3].[Cl-].[NH4+]. Product: [C:2]([C:6]1[CH:11]=[CH:10][C:9]([N:12]2[CH:17]3[CH2:18][CH2:19][CH:13]2[CH2:14][CH:15]([CH2:20][C:21]#[N:22])[CH2:16]3)=[CH:8][CH:7]=1)([CH3:5])([CH3:3])[CH3:4]. The catalyst class is: 5. (7) Reactant: Br[CH2:2][C:3]([C:5]1[CH:10]=[CH:9][CH:8]=[C:7]([N+:11]([O-:13])=[O:12])[CH:6]=1)=O.[C:14](=[S:17])([NH2:16])[CH3:15]. Product: [CH3:15][C:14]1[S:17][CH:2]=[C:3]([C:5]2[CH:10]=[CH:9][CH:8]=[C:7]([N+:11]([O-:13])=[O:12])[CH:6]=2)[N:16]=1. The catalyst class is: 8.